Dataset: Peptide-MHC class I binding affinity with 185,985 pairs from IEDB/IMGT. Task: Regression. Given a peptide amino acid sequence and an MHC pseudo amino acid sequence, predict their binding affinity value. This is MHC class I binding data. (1) The peptide sequence is VLKAGQTVTI. The MHC is HLA-A68:02 with pseudo-sequence HLA-A68:02. The binding affinity (normalized) is 0.109. (2) The peptide sequence is ADSDDILTL. The MHC is HLA-B44:03 with pseudo-sequence HLA-B44:03. The binding affinity (normalized) is 0.195. (3) The peptide sequence is YLAGAGLAF. The binding affinity (normalized) is 0.848. The MHC is HLA-B15:01 with pseudo-sequence HLA-B15:01. (4) The peptide sequence is RQQLEDIFMR. The MHC is HLA-A03:01 with pseudo-sequence HLA-A03:01. The binding affinity (normalized) is 0.216. (5) The peptide sequence is VCFHEFLSSK. The MHC is HLA-A03:01 with pseudo-sequence HLA-A03:01. The binding affinity (normalized) is 0.246.